From a dataset of Peptide-MHC class II binding affinity with 134,281 pairs from IEDB. Regression. Given a peptide amino acid sequence and an MHC pseudo amino acid sequence, predict their binding affinity value. This is MHC class II binding data. (1) The binding affinity (normalized) is 0.483. The MHC is DRB1_1101 with pseudo-sequence DRB1_1101. The peptide sequence is KDKWIELKESWGAIWRIDTP. (2) The peptide sequence is AFKVAATAANAAFAN. The MHC is DRB1_0901 with pseudo-sequence DRB1_0901. The binding affinity (normalized) is 0.702.